From a dataset of Forward reaction prediction with 1.9M reactions from USPTO patents (1976-2016). Predict the product of the given reaction. (1) Given the reactants [OH:1][C:2]1[CH:10]=[CH:9][C:5]([C:6]([NH2:8])=[O:7])=[CH:4][CH:3]=1.[H-].[Na+].Cl[C:14]1[C:23]2[C:18](=[CH:19][CH:20]=[CH:21][CH:22]=2)[C:17]([CH:24]=[O:25])=[CH:16][N:15]=1, predict the reaction product. The product is: [CH:24]([C:17]1[C:18]2[C:23](=[CH:22][CH:21]=[CH:20][CH:19]=2)[C:14]([O:1][C:2]2[CH:10]=[CH:9][C:5]([C:6]([NH2:8])=[O:7])=[CH:4][CH:3]=2)=[N:15][CH:16]=1)=[O:25]. (2) Given the reactants [F:1][C:2]1[CH:7]=[CH:6][C:5]([CH2:8][C:9]2[CH:18]=[C:17]3[C:12]([C:13]([OH:34])=[C:14]([C:29](OCC)=[O:30])[C:15](=[O:28])[N:16]3[CH2:19][C:20](=[O:27])[N:21]3[CH2:26][CH2:25][CH2:24][CH2:23][CH2:22]3)=[N:11][CH:10]=2)=[CH:4][CH:3]=1.[CH3:35][O:36][CH2:37][CH2:38][NH2:39], predict the reaction product. The product is: [F:1][C:2]1[CH:7]=[CH:6][C:5]([CH2:8][C:9]2[CH:18]=[C:17]3[C:12]([C:13]([OH:34])=[C:14]([C:29]([NH:39][CH2:38][CH2:37][O:36][CH3:35])=[O:30])[C:15](=[O:28])[N:16]3[CH2:19][C:20](=[O:27])[N:21]3[CH2:26][CH2:25][CH2:24][CH2:23][CH2:22]3)=[N:11][CH:10]=2)=[CH:4][CH:3]=1. (3) Given the reactants [C:1]([C:3]1[CH:4]=[N:5][C:6]2[C:11]([CH:12]=1)=[CH:10][C:9]([O:13][CH:14]([S:18][CH3:19])[C:15]([OH:17])=O)=[CH:8][CH:7]=2)#[CH:2].[C:20]([NH2:24])([CH3:23])([CH3:22])[CH3:21].Cl.CN(C)CCCN=C=NCC.C(=O)([O-])O.[Na+], predict the reaction product. The product is: [C:20]([NH:24][C:15](=[O:17])[CH:14]([O:13][C:9]1[CH:10]=[C:11]2[C:6](=[CH:7][CH:8]=1)[N:5]=[CH:4][C:3]([C:1]#[CH:2])=[CH:12]2)[S:18][CH3:19])([CH3:23])([CH3:22])[CH3:21]. (4) Given the reactants O1CCCCC1O[CH:8]1[CH2:13][CH2:12][CH:11]([O:14][C:15]2[CH:16]=[C:17]3[C:21](=[CH:22][CH:23]=2)[NH:20][N:19]=[CH:18]3)[CH2:10][CH2:9]1.[NH:24]1C2C(=CC(OC3CCC(O)CC3)=CC=2)C=N1, predict the reaction product. The product is: [NH:20]1[C:21]2[C:17](=[CH:16][C:15]([O:14][C@H:11]3[CH2:12][CH2:13][CH2:8][C@H:9]([NH2:24])[CH2:10]3)=[CH:23][CH:22]=2)[CH:18]=[N:19]1.